Dataset: Catalyst prediction with 721,799 reactions and 888 catalyst types from USPTO. Task: Predict which catalyst facilitates the given reaction. Reactant: [CH:1]1([CH2:7][N:8]2[C:12]3[CH:13]=[CH:14][C:15]([NH2:17])=[CH:16][C:11]=3[N:10]=[CH:9]2)[CH2:6][CH2:5][CH2:4][CH2:3][CH2:2]1.[Br:18]Br.N.CO.C(Cl)Cl. Product: [CH:1]1([CH2:7][N:8]2[C:12]3[CH:13]=[CH:14][C:15]([NH2:17])=[C:16]([Br:18])[C:11]=3[N:10]=[CH:9]2)[CH2:2][CH2:3][CH2:4][CH2:5][CH2:6]1. The catalyst class is: 52.